This data is from NCI-60 drug combinations with 297,098 pairs across 59 cell lines. The task is: Regression. Given two drug SMILES strings and cell line genomic features, predict the synergy score measuring deviation from expected non-interaction effect. (1) Drug 1: C1CCC(C1)C(CC#N)N2C=C(C=N2)C3=C4C=CNC4=NC=N3. Drug 2: CC(C1=C(C=CC(=C1Cl)F)Cl)OC2=C(N=CC(=C2)C3=CN(N=C3)C4CCNCC4)N. Cell line: MOLT-4. Synergy scores: CSS=17.8, Synergy_ZIP=-0.795, Synergy_Bliss=-8.20, Synergy_Loewe=-28.3, Synergy_HSA=-9.25. (2) Drug 1: CNC(=O)C1=CC=CC=C1SC2=CC3=C(C=C2)C(=NN3)C=CC4=CC=CC=N4. Drug 2: CC12CCC3C(C1CCC2OP(=O)(O)O)CCC4=C3C=CC(=C4)OC(=O)N(CCCl)CCCl.[Na+]. Cell line: A498. Synergy scores: CSS=0.217, Synergy_ZIP=-2.65, Synergy_Bliss=-0.540, Synergy_Loewe=-4.34, Synergy_HSA=-0.484. (3) Drug 1: COC1=C2C(=CC3=C1OC=C3)C=CC(=O)O2. Drug 2: C1CNP(=O)(OC1)N(CCCl)CCCl. Cell line: SK-MEL-2. Synergy scores: CSS=5.19, Synergy_ZIP=4.54, Synergy_Bliss=5.61, Synergy_Loewe=-3.39, Synergy_HSA=-3.21.